This data is from Forward reaction prediction with 1.9M reactions from USPTO patents (1976-2016). The task is: Predict the product of the given reaction. (1) Given the reactants C(O)(=O)C.[NH2:5][C:6]1[S:7][C:8]([CH3:23])=[CH:9][C:10]=1[C:11](=[O:22])[C:12]1[CH:17]=[CH:16][CH:15]=[C:14]([C:18]([F:21])([F:20])[F:19])[CH:13]=1.[O-:24][C:25]#[N:26].[Na+], predict the reaction product. The product is: [CH3:23][C:8]1[S:7][C:6]([NH:5][C:25]([NH2:26])=[O:24])=[C:10]([C:11](=[O:22])[C:12]2[CH:17]=[CH:16][CH:15]=[C:14]([C:18]([F:19])([F:21])[F:20])[CH:13]=2)[CH:9]=1. (2) Given the reactants OCCN(C)[C:5](=[O:11])[O:6][C:7]([CH3:10])(C)C.[N:13]1[CH:18]=CC=CC=1.C([Cl:29])(=O)[O:20]CC1C=CC=CC=1, predict the reaction product. The product is: [ClH:29].[C:5](=[O:11])([OH:20])[O:6][CH2:7][CH2:10][NH:13][CH3:18]. (3) Given the reactants [Si]([O:8][CH2:9][C:10]1([CH3:39])[S:16][CH2:15][CH2:14][N:13]2[C:17]([C:20]3([C:23]4[CH:28]=[CH:27][C:26]([C:29]5[C:34]([C:35]([F:38])([F:37])[F:36])=[CH:33][CH:32]=[CH:31][N:30]=5)=[CH:25][CH:24]=4)[CH2:22][CH2:21]3)=[N:18][N:19]=[C:12]2[CH2:11]1)(C(C)(C)C)(C)C.Cl, predict the reaction product. The product is: [CH3:39][C:10]1([CH2:9][OH:8])[S:16][CH2:15][CH2:14][N:13]2[C:17]([C:20]3([C:23]4[CH:28]=[CH:27][C:26]([C:29]5[C:34]([C:35]([F:38])([F:37])[F:36])=[CH:33][CH:32]=[CH:31][N:30]=5)=[CH:25][CH:24]=4)[CH2:21][CH2:22]3)=[N:18][N:19]=[C:12]2[CH2:11]1. (4) The product is: [F:39][C:2]([F:1])([F:38])[C:3]1[CH:4]=[C:5]([C@H:13]([O:15][C@H:16]2[CH2:24][CH2:23][C@H:22]3[C@@H:18]([CH2:19][N:20]([C:25]4[CH2:29][CH:28]([OH:53])[C:27](=[O:30])[CH:26]=4)[CH2:21]3)[C@@H:17]2[C:31]2[CH:36]=[CH:35][C:34]([F:37])=[CH:33][CH:32]=2)[CH3:14])[CH:6]=[C:7]([C:9]([F:11])([F:10])[F:12])[CH:8]=1. Given the reactants [F:1][C:2]([F:39])([F:38])[C:3]1[CH:4]=[C:5]([C@H:13]([O:15][C@H:16]2[CH2:24][CH2:23][C@H:22]3[C@@H:18]([CH2:19][N:20]([C:25]4[CH2:29][CH2:28][C:27](=[O:30])[CH:26]=4)[CH2:21]3)[C@@H:17]2[C:31]2[CH:36]=[CH:35][C:34]([F:37])=[CH:33][CH:32]=2)[CH3:14])[CH:6]=[C:7]([C:9]([F:12])([F:11])[F:10])[CH:8]=1.C[Si]([N-][Si](C)(C)C)(C)C.[K+].C1C[O:53]CC1, predict the reaction product. (5) Given the reactants [C:1]([C:5]1[CH:10]=[CH:9][C:8]([C:11]2[S:12][CH:13]=[C:14]([CH:20]([OH:22])[CH3:21])[C:15]=2[O:16][CH2:17][O:18][CH3:19])=[CH:7][CH:6]=1)([CH3:4])([CH3:3])[CH3:2].[Cr](Cl)([O-])(=O)=O.[NH+]1C=CC=CC=1, predict the reaction product. The product is: [C:1]([C:5]1[CH:6]=[CH:7][C:8]([C:11]2[S:12][CH:13]=[C:14]([C:20]([CH3:21])=[O:22])[C:15]=2[O:16][CH2:17][O:18][CH3:19])=[CH:9][CH:10]=1)([CH3:4])([CH3:2])[CH3:3]. (6) Given the reactants [Cl:1][C:2]1[CH:7]=[CH:6][C:5]([S:8]([CH2:11][C:12]#[N:13])(=[O:10])=[O:9])=[CH:4][CH:3]=1.[C:14](=O)([O-])[O-].[K+].[K+].[N:20]1[CH:25]=[CH:24][CH:23]=[C:22]([N:26]=[C:27]=[S:28])[CH:21]=1, predict the reaction product. The product is: [Cl:1][C:2]1[CH:3]=[CH:4][C:5]([S:8]([C:11](=[C:27]([S:28][CH3:14])[NH:26][C:22]2[CH:21]=[N:20][CH:25]=[CH:24][CH:23]=2)[C:12]#[N:13])(=[O:9])=[O:10])=[CH:6][CH:7]=1.